The task is: Predict which catalyst facilitates the given reaction.. This data is from Catalyst prediction with 721,799 reactions and 888 catalyst types from USPTO. (1) Reactant: [N+:1]([C:4]1[CH:24]=[CH:23][C:7]([O:8][CH2:9][CH2:10][O:11][C:12]2[CH:17]=[CH:16][CH:15]=[CH:14][C:13]=2[CH:18]([CH3:22])[C:19]([OH:21])=[O:20])=[CH:6][CH:5]=1)([O-])=O.[H][H]. Product: [NH2:1][C:4]1[CH:5]=[CH:6][C:7]([O:8][CH2:9][CH2:10][O:11][C:12]2[CH:17]=[CH:16][CH:15]=[CH:14][C:13]=2[CH:18]([CH3:22])[C:19]([OH:21])=[O:20])=[CH:23][CH:24]=1. The catalyst class is: 304. (2) Reactant: [C:1](#[N:10])[C:2]1[CH:9]=[CH:8][CH:7]=[C:4]([C:5]#[N:6])[CH:3]=1.[C:11](OC)(=[O:19])[C:12]1[C:13](=[CH:15][CH:16]=[CH:17][CH:18]=1)[SH:14].C(N(CC)CC)C. Product: [C:5]([C:4]1[CH:3]=[C:2]([C:1]2[S:14][C:13]3[CH:15]=[CH:16][CH:17]=[CH:18][C:12]=3[C:11](=[O:19])[N:10]=2)[CH:9]=[CH:8][CH:7]=1)#[N:6]. The catalyst class is: 11. (3) Reactant: [C:1]([C:3]1[CH:4]=[CH:5][C:6]2[NH:12][C:11](=[O:13])[C@@H:10]([NH:14]C(=O)OC(C)(C)C)[C@H:9]([CH3:22])[N:8]([C:23]([CH:25]3[CH2:30][CH2:29][O:28][CH2:27][CH2:26]3)=[O:24])[C:7]=2[CH:31]=1)#[N:2].[ClH:32]. Product: [ClH:32].[NH2:14][C@@H:10]1[C:11](=[O:13])[NH:12][C:6]2[CH:5]=[CH:4][C:3]([C:1]#[N:2])=[CH:31][C:7]=2[N:8]([C:23]([CH:25]2[CH2:30][CH2:29][O:28][CH2:27][CH2:26]2)=[O:24])[C@H:9]1[CH3:22]. The catalyst class is: 12. (4) Reactant: N[C:2]1[CH:3]=[CH:4][C:5]([O:24][C:25]2[CH:30]=[C:29]([CH3:31])[CH:28]=[C:27]([CH3:32])[CH:26]=2)=[C:6]([S:8]([N:11]2[CH2:16][CH2:15][N:14]([C:17]([O:19][C:20]([CH3:23])([CH3:22])[CH3:21])=[O:18])[CH2:13][CH2:12]2)(=[O:10])=[O:9])[CH:7]=1.F[B-](F)(F)F.N#[O+:39]. Product: [CH3:31][C:29]1[CH:30]=[C:25]([CH:26]=[C:27]([CH3:32])[CH:28]=1)[O:24][C:5]1[CH:4]=[CH:3][C:2]([OH:39])=[CH:7][C:6]=1[S:8]([N:11]1[CH2:16][CH2:15][N:14]([C:17]([O:19][C:20]([CH3:23])([CH3:21])[CH3:22])=[O:18])[CH2:13][CH2:12]1)(=[O:9])=[O:10]. The catalyst class is: 34. (5) Reactant: [CH3:1][CH:2]([CH2:4][CH:5]([NH:31][C:32]([CH2:34][NH:35][C:36]([CH:38]([NH:47][C:48]([CH:50]([NH:53][C:54]([CH:56]([NH:67][C:68]([CH:70]([NH:77][C:78]([CH:80]1[NH:85][C:83](=[O:84])[CH2:82][CH2:81]1)=[O:79])[CH2:71][C:72]1[NH:76][CH:75]=[N:74][CH:73]=1)=[O:69])[CH2:57][C:58]1[C:66]2[C:61](=[CH:62][CH:63]=[CH:64][CH:65]=2)[NH:60][CH:59]=1)=[O:55])[CH2:51][OH:52])=[O:49])[CH2:39][C:40]1[CH:45]=[CH:44][C:43]([OH:46])=[CH:42][CH:41]=1)=[O:37])=[O:33])[C:6]([NH:8][CH:9]([C:17]([N:19]1[CH:23]([C:24]([NH:26][CH2:27][C:28]([NH2:30])=[O:29])=[O:25])[CH2:22][CH2:21][CH2:20]1)=[O:18])[CH2:10][CH2:11][CH2:12][N:13]=[C:14]([NH2:16])[NH2:15])=[O:7])[CH3:3].[CH2:86]([OH:119])[CH2:87][O:88][CH2:89][CH2:90][O:91][CH2:92][CH2:93][O:94][CH2:95][CH2:96][O:97][CH2:98][CH2:99][O:100][CH2:101][CH2:102][O:103][CH2:104][CH2:105][O:106][CH2:107][CH2:108][O:109][CH2:110][CH2:111][O:112][CH2:113][CH2:114][O:115][CH2:116][CH2:117][OH:118]. Product: [CH3:3][CH:2]([CH2:4][CH:5]([NH:31][C:32]([CH2:34][NH:35][C:36]([CH:38]([NH:47][C:48]([CH:50]([NH:53][C:54]([CH:56]([NH:67][C:68]([CH:70]([NH:77][C:78]([CH:80]1[NH:85][C:83](=[O:84])[CH2:82][CH2:81]1)=[O:79])[CH2:71][C:72]1[NH:76][CH:75]=[N:74][CH:73]=1)=[O:69])[CH2:57][C:58]1[C:66]2[C:61](=[CH:62][CH:63]=[CH:64][CH:65]=2)[NH:60][CH:59]=1)=[O:55])[CH2:51][OH:52])=[O:49])[CH2:39][C:40]1[CH:41]=[CH:42][C:43]([OH:46])=[CH:44][CH:45]=1)=[O:37])=[O:33])[C:6]([NH:8][CH:9]([C:17]([N:19]1[CH:23]([C:24]([NH:26][CH2:27][C:28]([NH2:30])=[O:29])=[O:25])[CH2:22][CH2:21][CH2:20]1)=[O:18])[CH2:10][CH2:11][CH2:12][N:13]=[C:14]([NH2:16])[NH2:15])=[O:7])[CH3:1].[CH2:117]([OH:118])[CH2:116][O:115][CH2:114][CH2:113][O:112][CH2:111][CH2:110][O:109][CH2:108][CH2:107][O:106][CH2:105][CH2:104][O:103][CH2:102][CH2:101][O:100][CH2:99][CH2:98][O:97][CH2:96][CH2:95][O:94][CH2:93][CH2:92][O:91][CH2:90][CH2:89][O:88][CH2:87][CH2:86][OH:119]. The catalyst class is: 47.